From a dataset of Catalyst prediction with 721,799 reactions and 888 catalyst types from USPTO. Predict which catalyst facilitates the given reaction. (1) Reactant: [C:1]([O:5][C:6]([C:8]1[C:9]([C:14]2[CH:19]=[CH:18][C:17]([CH2:20][N:21]3[C:25]([CH:26]=[O:27])=[C:24](Br)[N:23]=[C:22]3[O:29][CH2:30][CH2:31][CH3:32])=[C:16]([F:33])[CH:15]=2)=[CH:10][CH:11]=[CH:12][CH:13]=1)=[O:7])([CH3:4])([CH3:3])[CH3:2].[CH3:34][CH2:35]OC(C)=O. Product: [C:1]([O:5][C:6]([C:8]1[C:9]([C:14]2[CH:19]=[CH:18][C:17]([CH2:20][N:21]3[C:25]([CH:26]=[O:27])=[C:24]([CH:34]=[CH2:35])[N:23]=[C:22]3[O:29][CH2:30][CH2:31][CH3:32])=[C:16]([F:33])[CH:15]=2)=[CH:10][CH:11]=[CH:12][CH:13]=1)=[O:7])([CH3:4])([CH3:3])[CH3:2]. The catalyst class is: 128. (2) Reactant: CON(C)[C:4]([C:6]1[CH:15]=[CH:14][C:13]2[C:8](=[CH:9][CH:10]=[C:11]([Br:16])[CH:12]=2)[CH:7]=1)=[O:5].CC(C[AlH]CC(C)C)C.Cl. Product: [Br:16][C:11]1[CH:12]=[C:13]2[C:8](=[CH:9][CH:10]=1)[CH:7]=[C:6]([CH:4]=[O:5])[CH:15]=[CH:14]2. The catalyst class is: 1. (3) Reactant: [C:1]1([C:27]2[CH:32]=[CH:31][CH:30]=[CH:29][CH:28]=2)[CH:6]=[CH:5][C:4]([CH2:7][CH:8]([CH2:19][C:20]([O:22][C:23]([CH3:26])([CH3:25])[CH3:24])=[O:21])[C:9]([O:11]CC2C=CC=CC=2)=[O:10])=[CH:3][CH:2]=1. Product: [C:1]1([C:27]2[CH:28]=[CH:29][CH:30]=[CH:31][CH:32]=2)[CH:2]=[CH:3][C:4]([CH2:7][CH:8]([CH2:19][C:20]([O:22][C:23]([CH3:26])([CH3:25])[CH3:24])=[O:21])[C:9]([OH:11])=[O:10])=[CH:5][CH:6]=1. The catalyst class is: 99. (4) Reactant: [CH3:1][O:2][C:3]1[CH:4]=[C:5]([CH:9]2[CH2:11][O:10]2)[CH:6]=[CH:7][CH:8]=1.[OH:12][C:13]1[CH:20]=[CH:19][C:16]([CH:17]=[O:18])=[CH:15][CH:14]=1.[OH-].[Na+]. Product: [OH:10][CH:9]([C:5]1[CH:6]=[CH:7][CH:8]=[C:3]([O:2][CH3:1])[CH:4]=1)[CH2:11][O:12][C:13]1[CH:20]=[CH:19][C:16]([CH:17]=[O:18])=[CH:15][CH:14]=1. The catalyst class is: 11.